Dataset: Reaction yield outcomes from USPTO patents with 853,638 reactions. Task: Predict the reaction yield, written as a fraction of the theoretical maximum amount of product (1.0 means a 100% yield; for example, 0.34 means a 34% yield). (1) The reactants are Cl[C:2]1[CH:9]=[CH:8][C:5]([C:6]#[N:7])=[CH:4][N:3]=1.[OH:10][C:11]1[CH:19]=[CH:18][C:14]([C:15]([NH2:17])=[O:16])=[CH:13][CH:12]=1.C(=O)([O-])[O-].[K+].[K+].CC(N(C)C)=O. The catalyst is C1(C)C=CC=CC=1. The product is [C:6]([C:5]1[CH:8]=[CH:9][C:2]([O:10][C:11]2[CH:19]=[CH:18][C:14]([C:15]([NH2:17])=[O:16])=[CH:13][CH:12]=2)=[N:3][CH:4]=1)#[N:7]. The yield is 0.940. (2) The reactants are [BH4-].[Li+].COC1CCCC1.[F:10][C:11]1[CH:12]=[C:13]([C@@H:18]2[CH2:28][CH2:27][C@@H:26]([O:29][Si:30]([CH:37]([CH3:39])[CH3:38])([CH:34]([CH3:36])[CH3:35])[CH:31]([CH3:33])[CH3:32])[C:21]3=[N:22][CH:23]=[CH:24][CH:25]=[C:20]3[C:19]2=[O:40])[CH:14]=[C:15]([F:17])[CH:16]=1. No catalyst specified. The product is [F:10][C:11]1[CH:12]=[C:13]([C@@H:18]2[CH2:28][CH2:27][C@@H:26]([O:29][Si:30]([CH:34]([CH3:36])[CH3:35])([CH:37]([CH3:39])[CH3:38])[CH:31]([CH3:32])[CH3:33])[C:21]3=[N:22][CH:23]=[CH:24][CH:25]=[C:20]3[C@H:19]2[OH:40])[CH:14]=[C:15]([F:17])[CH:16]=1. The yield is 0.560. (3) The reactants are C([C:3]([CH2:10][CH3:11])([CH2:8][CH3:9])[C:4]([O-:7])([O-:6])[O-])C.[CH2:12]([C:16]1C=CC=CC=1C(O)=O)[CH:13]([CH3:15])[CH3:14].[C:25]1(C)C=CC=C[CH:26]=1. No catalyst specified. The product is [CH2:12]([C:16]1[CH:9]=[CH:8][C:3]([C:4]([O:6][CH2:25][CH3:26])=[O:7])=[CH:10][CH:11]=1)[CH:13]([CH3:15])[CH3:14]. The yield is 0.970. (4) The product is [CH3:1][O:2][C:3](=[O:18])[C:4]1[CH:9]=[C:8]([Cl:10])[C:7]([O:11][CH3:12])=[CH:6][C:5]=1[O:13][CH2:14][CH2:15][CH2:16][N:35]1[CH2:36][CH2:37][C:32]([C:29]2[CH:30]=[CH:31][C:26]([Cl:25])=[CH:27][CH:28]=2)([OH:40])[C:33]([CH3:39])([CH3:38])[CH2:34]1. The yield is 0.792. The reactants are [CH3:1][O:2][C:3](=[O:18])[C:4]1[CH:9]=[C:8]([Cl:10])[C:7]([O:11][CH3:12])=[CH:6][C:5]=1[O:13][CH2:14][CH2:15][CH2:16]Br.C([O-])([O-])=O.[K+].[K+].[Cl:25][C:26]1[CH:31]=[CH:30][C:29]([C:32]2([OH:40])[CH2:37][CH2:36][NH:35][CH2:34][C:33]2([CH3:39])[CH3:38])=[CH:28][CH:27]=1. The catalyst is CN(C=O)C.O. (5) The reactants are FC(F)(F)C(O)=O.[F:8][C:9]1[CH:10]=[C:11]([CH:14]=[C:15]([N:17]2[CH2:22][CH2:21][C:20]3[N:23]=[C:24]([C:35]4[CH:40]=[CH:39][CH:38]=[CH:37][N:36]=4)[N:25](CC4C=CC(OC)=CC=4)[C:19]=3[CH2:18]2)[CH:16]=1)[C:12]#[N:13]. No catalyst specified. The product is [F:8][C:9]1[CH:10]=[C:11]([CH:14]=[C:15]([N:17]2[CH2:22][CH2:21][C:20]3[N:23]=[C:24]([C:35]4[CH:40]=[CH:39][CH:38]=[CH:37][N:36]=4)[NH:25][C:19]=3[CH2:18]2)[CH:16]=1)[C:12]#[N:13]. The yield is 0.140. (6) The reactants are [Cl:1][C:2]1[CH:7]=[CH:6][N:5]=[C:4]2[NH:8][C:9]([C:11]3[CH:16]=[CH:15][C:14]([C:17]([N:19]4[CH2:24][CH2:23][N:22]([CH3:25])[CH2:21][CH2:20]4)=[O:18])=[CH:13][CH:12]=3)=[N:10][C:3]=12.[CH3:26][O:27][C:28]1[CH:33]=[CH:32][C:31](B(O)O)=[C:30]([CH3:37])[CH:29]=1.C(=O)([O-])[O-].[Na+].[Na+].Cl. The catalyst is C1COCC1.O.CCOC(C)=O.C1COCC1.C1C=CC(P(C2C=CC=CC=2)[C-]2C=CC=C2)=CC=1.C1C=CC(P(C2C=CC=CC=2)[C-]2C=CC=C2)=CC=1.Cl[Pd]Cl.[Fe+2]. The product is [ClH:1].[CH3:26][O:27][C:28]1[CH:33]=[CH:32][C:31]([C:2]2[CH:7]=[CH:6][N:5]=[C:4]3[NH:8][C:9]([C:11]4[CH:16]=[CH:15][C:14]([C:17]([N:19]5[CH2:24][CH2:23][N:22]([CH3:25])[CH2:21][CH2:20]5)=[O:18])=[CH:13][CH:12]=4)=[N:10][C:3]=23)=[C:30]([CH3:37])[CH:29]=1. The yield is 0.340. (7) The reactants are [Si:1]([O:8][C:9]1[C:17]2[N:16]=[C:15]([CH:18]([F:20])[F:19])[N:14]([C:21]3[N:26]=[C:25](Cl)[N:24]=[C:23]([N:28]4[CH2:33][CH2:32][O:31][CH2:30][CH2:29]4)[N:22]=3)[C:13]=2[CH:12]=[CH:11][CH:10]=1)([C:4]([CH3:7])([CH3:6])[CH3:5])([CH3:3])[CH3:2].[N:34]1([C:40]([O:42][C:43]([CH3:46])([CH3:45])[CH3:44])=[O:41])[CH2:39][CH2:38][NH:37][CH2:36][CH2:35]1. The catalyst is C1COCC1. The product is [Si:1]([O:8][C:9]1[C:17]2[N:16]=[C:15]([CH:18]([F:20])[F:19])[N:14]([C:21]3[N:22]=[C:23]([N:28]4[CH2:33][CH2:32][O:31][CH2:30][CH2:29]4)[N:24]=[C:25]([N:37]4[CH2:36][CH2:35][N:34]([C:40]([O:42][C:43]([CH3:46])([CH3:45])[CH3:44])=[O:41])[CH2:39][CH2:38]4)[N:26]=3)[C:13]=2[CH:12]=[CH:11][CH:10]=1)([C:4]([CH3:7])([CH3:6])[CH3:5])([CH3:3])[CH3:2]. The yield is 1.00. (8) The reactants are [Cl:1][C:2]1[C:9]([O:10][CH3:11])=[CH:8][CH:7]=[CH:6][C:3]=1[CH:4]=O.C[CH:13]([S:16]([CH:18](SC)C)=[O:17])[S:14][CH3:15]. The catalyst is C1COCC1. The product is [Cl:1][C:2]1[C:3]([CH:4]=[C:13]([S:14][CH3:15])[S:16]([CH3:18])=[O:17])=[CH:6][CH:7]=[CH:8][C:9]=1[O:10][CH3:11]. The yield is 0.480.